From a dataset of Full USPTO retrosynthesis dataset with 1.9M reactions from patents (1976-2016). Predict the reactants needed to synthesize the given product. (1) Given the product [C:13]1([S:12]([C:5]2[C:6]3[C:11](=[CH:10][CH:9]=[CH:8][CH:7]=3)[C:2]([OH:1])=[C:3]([C:19]([NH:21][CH2:22][C:23]([OH:25])=[O:24])=[O:20])[N:4]=2)=[O:31])[CH:18]=[CH:17][CH:16]=[CH:15][CH:14]=1, predict the reactants needed to synthesize it. The reactants are: [OH:1][C:2]1[C:11]2[C:6](=[CH:7][CH:8]=[CH:9][CH:10]=2)[C:5]([S:12][C:13]2[CH:18]=[CH:17][CH:16]=[CH:15][CH:14]=2)=[N:4][C:3]=1[C:19]([NH:21][CH2:22][C:23]([OH:25])=[O:24])=[O:20].ClC1C=C(C=CC=1)C(OO)=[O:31]. (2) Given the product [NH:19]1[CH2:20][CH:17]([C:14]2[CH:13]=[CH:12][C:11]([NH:10][C:4]3[C:5](=[O:9])[N:6]([CH3:8])[CH:7]=[C:2]([Br:1])[CH:3]=3)=[N:16][CH:15]=2)[CH2:18]1, predict the reactants needed to synthesize it. The reactants are: [Br:1][C:2]1[CH:3]=[C:4]([NH:10][C:11]2[N:16]=[CH:15][C:14]([CH:17]3[CH2:20][N:19](C(OC(C)(C)C)=O)[CH2:18]3)=[CH:13][CH:12]=2)[C:5](=[O:9])[N:6]([CH3:8])[CH:7]=1. (3) Given the product [CH2:8]([O:10][C:11]([C:13]1[S:17][C:16]([N:18]2[C:22]3[CH:23]=[C:24]([OH:29])[C:25]([OH:27])=[CH:26][C:21]=3[N:20]=[CH:19]2)=[N:15][C:14]=1[C:31]1[CH:36]=[CH:35][CH:34]=[CH:33][CH:32]=1)=[O:12])[CH3:9], predict the reactants needed to synthesize it. The reactants are: CSC.B(F)(F)F.[CH2:8]([O:10][C:11]([C:13]1[S:17][C:16]([N:18]2[C:22]3[CH:23]=[C:24]([O:29]C)[C:25]([O:27]C)=[CH:26][C:21]=3[N:20]=[CH:19]2)=[N:15][C:14]=1[C:31]1[CH:36]=[CH:35][CH:34]=[CH:33][CH:32]=1)=[O:12])[CH3:9]. (4) Given the product [CH:1]1[C:6]([CH2:7][CH2:8][OH:9])=[CH:5][CH:4]=[C:3]([OH:10])[CH:2]=1.[C:21](=[O:20])([O-:27])[O-:22], predict the reactants needed to synthesize it. The reactants are: [CH:1]1[C:6]([CH2:7][CH2:8][OH:9])=[CH:5][CH:4]=[C:3]([OH:10])[CH:2]=1.N1C=CC=CC=1.ClC(Cl)([O:20][C:21](=[O:27])[O:22]C(Cl)(Cl)Cl)Cl.O. (5) Given the product [NH2:23][C:24]1[C:25]([C:32]([NH:1][C:2]2[CH:3]=[N:4][CH:5]=[CH:6][C:7]=2[C:8]2[N:13]=[C:12]([CH3:14])[N:11]=[C:10]([NH:15][C:16](=[O:22])[O:17][C:18]([CH3:19])([CH3:21])[CH3:20])[CH:9]=2)=[O:33])=[N:26][C:27]([Br:31])=[C:28]([F:30])[CH:29]=1, predict the reactants needed to synthesize it. The reactants are: [NH2:1][C:2]1[CH:3]=[N:4][CH:5]=[CH:6][C:7]=1[C:8]1[N:13]=[C:12]([CH3:14])[N:11]=[C:10]([NH:15][C:16](=[O:22])[O:17][C:18]([CH3:21])([CH3:20])[CH3:19])[CH:9]=1.[NH2:23][C:24]1[C:25]([C:32](O)=[O:33])=[N:26][C:27]([Br:31])=[C:28]([F:30])[CH:29]=1.C(Cl)CCl.C1C=NC2N(O)N=NC=2C=1. (6) The reactants are: CC(C)([O-])C.[K+].[OH:7][CH:8]1[CH2:12][CH2:11][N:10]([C:13]([O:15][C:16]([CH3:19])([CH3:18])[CH3:17])=[O:14])[CH2:9]1.Cl[C:21]1[N:22]=[N:23][C:24]([C:27]2[CH:32]=[CH:31][C:30]([N:33]3[CH:37]=[CH:36][CH:35]=[N:34]3)=[CH:29][C:28]=2[O:38][CH3:39])=[CH:25][CH:26]=1.O. Given the product [CH3:39][O:38][C:28]1[CH:29]=[C:30]([N:33]2[CH:37]=[CH:36][CH:35]=[N:34]2)[CH:31]=[CH:32][C:27]=1[C:24]1[N:23]=[N:22][C:21]([O:7][CH:8]2[CH2:12][CH2:11][N:10]([C:13]([O:15][C:16]([CH3:19])([CH3:18])[CH3:17])=[O:14])[CH2:9]2)=[CH:26][CH:25]=1, predict the reactants needed to synthesize it. (7) Given the product [O:1]1[C:5]2[CH:6]=[CH:7][C:8]([C:10]3([C:13]([NH:15][C:16]4[CH:17]=[C:18]([CH3:30])[CH:19]=[C:20]([C:22]5[C:23](=[O:28])[NH:24][CH:25]=[CH:26][CH:27]=5)[N:21]=4)=[O:14])[CH2:12][CH2:11]3)=[CH:9][C:4]=2[CH2:3][CH2:2]1, predict the reactants needed to synthesize it. The reactants are: [O:1]1[C:5]2[CH:6]=[CH:7][C:8]([C:10]3([C:13]([NH:15][C:16]4[N:21]=[C:20]([C:22]5[C:23]([O:28]C)=[N:24][CH:25]=[CH:26][CH:27]=5)[CH:19]=[C:18]([CH3:30])[CH:17]=4)=[O:14])[CH2:12][CH2:11]3)=[CH:9][C:4]=2[CH2:3][CH2:2]1.[Si](I)(C)(C)C.CO. (8) Given the product [OH:17][CH2:16][CH2:15][NH:14][C:4]1[N:5]=[C:6]([NH:10][CH2:11][CH2:12][OH:13])[C:7]([C:8]#[N:9])=[C:2]([N:27]2[CH2:28][CH2:29][CH:24]([C:18]3[CH:23]=[CH:22][CH:21]=[CH:20][CH:19]=3)[CH2:25][CH2:26]2)[N:3]=1, predict the reactants needed to synthesize it. The reactants are: Cl[C:2]1[C:7]([C:8]#[N:9])=[C:6]([NH:10][CH2:11][CH2:12][OH:13])[N:5]=[C:4]([NH:14][CH2:15][CH2:16][OH:17])[N:3]=1.[C:18]1([CH:24]2[CH2:29][CH2:28][NH:27][CH2:26][CH2:25]2)[CH:23]=[CH:22][CH:21]=[CH:20][CH:19]=1.C(N(C(C)C)C(C)C)C. (9) Given the product [NH2:22][C:19]1[S:20][CH:21]=[C:17]([CH2:16][O:1]/[N:2]=[C:3](/[C:6]2[CH:11]=[CH:10][CH:9]=[C:8]([O:12][CH3:13])[CH:7]=2)\[C:4]#[N:5])[N:18]=1, predict the reactants needed to synthesize it. The reactants are: [OH:1]/[N:2]=[C:3](/[C:6]1[CH:11]=[CH:10][CH:9]=[C:8]([O:12][CH3:13])[CH:7]=1)\[C:4]#[N:5].Cl.Cl[CH2:16][C:17]1[N:18]=[C:19]([NH2:22])[S:20][CH:21]=1.[I-].[K+].C(=O)([O-])[O-].[Cs+].[Cs+].